Dataset: Full USPTO retrosynthesis dataset with 1.9M reactions from patents (1976-2016). Task: Predict the reactants needed to synthesize the given product. (1) Given the product [C:18]([N:15]1[CH2:16][CH2:17][N:12]([C:5]2[C:6]3[C:11](=[CH:10][CH:9]=[CH:8][CH:7]=3)[C:2]([C:33]3[CH:34]=[CH:35][C:30]([C:27]([NH2:28])=[O:29])=[CH:31][CH:32]=3)=[N:3][N:4]=2)[C@H:13]([CH3:26])[CH2:14]1)(=[O:19])[C:20]1[CH:25]=[CH:24][CH:23]=[CH:22][CH:21]=1, predict the reactants needed to synthesize it. The reactants are: Cl[C:2]1[C:11]2[C:6](=[CH:7][CH:8]=[CH:9][CH:10]=2)[C:5]([N:12]2[CH2:17][CH2:16][N:15]([C:18]([CH:20]3[CH2:25][CH2:24][CH2:23][CH2:22][CH2:21]3)=[O:19])[CH2:14][C@H:13]2[CH3:26])=[N:4][N:3]=1.[C:27]([C:30]1[CH:35]=[CH:34][C:33](B(O)O)=[CH:32][CH:31]=1)(=[O:29])[NH2:28].C1(P(C2CCCCC2)C2C(OC)=CC=CC=2OC)CCCCC1.[O-]P([O-])([O-])=O.[K+].[K+].[K+]. (2) Given the product [Cl:1][C:2]1[CH:3]=[C:4]([C:19]([OH:21])=[O:20])[C:5](=[O:18])[NH:6][C:7]=1[C:8]([F:16])([F:17])[C:9]([F:15])([F:14])[C:10]([F:12])([F:13])[F:11], predict the reactants needed to synthesize it. The reactants are: [Cl:1][C:2]1[CH:3]=[C:4]([C:19]([O:21]C)=[O:20])[C:5](=[O:18])[NH:6][C:7]=1[C:8]([F:17])([F:16])[C:9]([F:15])([F:14])[C:10]([F:13])([F:12])[F:11].[OH-].[Li+]. (3) Given the product [C:13]([C:15]1[CH:21]=[C:22]([OH:24])[N:2]([C:3]2[CH:8]=[CH:7][CH:6]=[CH:5][CH:4]=2)[N:9]=1)#[N:14], predict the reactants needed to synthesize it. The reactants are: Cl.[NH2:2][C:3]1[CH:8]=[CH:7][CH:6]=[CH:5][CH:4]=1.[N:9]([O-])=O.[Na+].[C:13]([CH:15]([CH2:21][C:22]([O:24]CC)=O)C(OCC)=O)#[N:14].[OH-].[Na+]. (4) Given the product [CH:15]([C@H:14]1[CH2:13][O:22][C:21]([CH3:24])([CH3:25])[N:20]1[C:26]([O:28][C:32]([CH3:31])([CH3:33])[CH3:1])=[O:27])=[CH2:16], predict the reactants needed to synthesize it. The reactants are: [CH3:1][Si]([N-][Si](C)(C)C)(C)C.[Na+].CC[CH2:13][CH2:14][CH2:15][CH3:16].C([C@H]1C[O:22][C:21]([CH3:25])([CH3:24])[N:20]1[C:26]([O-:28])=[O:27])=O.O1[CH2:33][CH2:32][CH2:31]C1. (5) Given the product [CH2:18]([NH:21][C:2]1[N:3]=[C:4]([NH:12][CH2:13][CH2:14][CH2:15][CH2:16][CH3:17])[C:5]2[S:10][CH:9]=[C:8]([CH3:11])[C:6]=2[N:7]=1)[CH:19]=[CH2:20], predict the reactants needed to synthesize it. The reactants are: Cl[C:2]1[N:3]=[C:4]([NH:12][CH2:13][CH2:14][CH2:15][CH2:16][CH3:17])[C:5]2[S:10][CH:9]=[C:8]([CH3:11])[C:6]=2[N:7]=1.[CH2:18]([NH2:21])[CH:19]=[CH2:20].C(=O)([O-])O.[Na+].